This data is from Full USPTO retrosynthesis dataset with 1.9M reactions from patents (1976-2016). The task is: Predict the reactants needed to synthesize the given product. (1) Given the product [OH:23][N:22]=[C:17]1[CH2:18][CH2:19][CH:14]([N:2]([CH3:1])[C:3]([C:5]2[CH:13]=[CH:12][C:8]3=[N:9][O:10][N:11]=[C:7]3[CH:6]=2)=[O:4])[CH2:15][CH2:16]1, predict the reactants needed to synthesize it. The reactants are: [CH3:1][N:2]([CH:14]1[CH2:19][CH2:18][C:17](=O)[CH2:16][CH2:15]1)[C:3]([C:5]1[CH:13]=[CH:12][C:8]2=[N:9][O:10][N:11]=[C:7]2[CH:6]=1)=[O:4].Cl.[NH2:22][OH:23].C(N(CC)CC)C. (2) Given the product [F:36][C:35]1[CH:34]=[CH:33][C:16]([O:17][C:18]2[N:23]=[C:22]3[S:24][C:25]([NH:27][C:28]([CH:30]4[CH2:32][CH2:31]4)=[O:29])=[N:26][C:21]3=[CH:20][CH:19]=2)=[CH:15][C:14]=1[NH:13][C:1](=[O:12])[NH:52][C:49]1[CH:50]=[N:51][C:46]([C:45]([F:54])([F:44])[F:53])=[CH:47][CH:48]=1, predict the reactants needed to synthesize it. The reactants are: [C:1](=[O:12])(OC(Cl)(Cl)Cl)OC(Cl)(Cl)Cl.[NH2:13][C:14]1[CH:15]=[C:16]([CH:33]=[CH:34][C:35]=1[F:36])[O:17][C:18]1[N:23]=[C:22]2[S:24][C:25]([NH:27][C:28]([CH:30]3[CH2:32][CH2:31]3)=[O:29])=[N:26][C:21]2=[CH:20][CH:19]=1.C(N(CC)CC)C.[F:44][C:45]([F:54])([F:53])[C:46]1[N:51]=[CH:50][C:49]([NH2:52])=[CH:48][CH:47]=1. (3) Given the product [NH2:19][C:15]1[CH:14]=[C:13]([C:8]2[CH:9]=[C:10]3[C:5](=[CH:6][CH:7]=2)[CH:4]=[C:3]([OH:2])[CH:12]=[CH:11]3)[CH:18]=[CH:17][CH:16]=1, predict the reactants needed to synthesize it. The reactants are: C[O:2][C:3]1[CH:4]=[C:5]2[C:10](=[CH:11][CH:12]=1)[CH:9]=[C:8]([C:13]1[CH:14]=[C:15]([NH2:19])[CH:16]=[CH:17][CH:18]=1)[CH:7]=[CH:6]2.B(Br)(Br)Br. (4) Given the product [NH:40]1[C:48]2[C:43](=[C:44]([C:2]3[CH:3]=[C:4]4[C:31](=[CH:32][CH:33]=3)[O:30][CH2:29][C:25]3([CH2:28][O:27][CH2:26]3)[C:5]34[CH2:9][O:8][C:7]([NH2:10])=[N:6]3)[CH:45]=[CH:46][CH:47]=2)[CH:42]=[N:41]1, predict the reactants needed to synthesize it. The reactants are: Br[C:2]1[CH:3]=[C:4]2[C:31](=[CH:32][CH:33]=1)[O:30][CH2:29][C:25]1([CH2:28][O:27][CH2:26]1)[C:5]12[CH2:9][O:8][C:7]([N:10](C(OC(C)(C)C)=O)C(OC(C)(C)C)=O)=[N:6]1.O1CCOCC1.[NH:40]1[C:48]2[C:43](=[C:44](B(O)O)[CH:45]=[CH:46][CH:47]=2)[CH:42]=[N:41]1.C([O-])([O-])=O.[K+].[K+]. (5) Given the product [C:1]([C:5]1[N:9]([CH2:10][CH:11]2[CH2:16][CH2:15][O:14][CH2:13][CH2:12]2)[C:8]2[CH:17]=[CH:18][C:19]([S:21]([N:26]([CH3:25])[C:27]3[CH:32]=[CH:31][CH:30]=[CH:29][CH:28]=3)(=[O:23])=[O:22])=[CH:20][C:7]=2[N:6]=1)([CH3:4])([CH3:3])[CH3:2], predict the reactants needed to synthesize it. The reactants are: [C:1]([C:5]1[N:9]([CH2:10][CH:11]2[CH2:16][CH2:15][O:14][CH2:13][CH2:12]2)[C:8]2[CH:17]=[CH:18][C:19]([S:21](Cl)(=[O:23])=[O:22])=[CH:20][C:7]=2[N:6]=1)([CH3:4])([CH3:3])[CH3:2].[CH3:25][NH:26][C:27]1[CH:32]=[CH:31][CH:30]=[CH:29][CH:28]=1. (6) The reactants are: [NH2:1][CH2:2][C:3]1[C:4]([C:23]2[CH:28]=[CH:27][C:26]([CH3:29])=[CH:25][CH:24]=2)=[C:5]([CH2:14][NH:15][C:16](=[O:22])[O:17][C:18]([CH3:21])([CH3:20])[CH3:19])[C:6]([CH2:10][CH:11]([CH3:13])[CH3:12])=[N:7][C:8]=1[CH3:9].C(N(CC)CC)C.[CH3:37][S:38](Cl)(=[O:40])=[O:39]. Given the product [CH2:10]([C:6]1[C:5]([CH2:14][NH:15][C:16](=[O:22])[O:17][C:18]([CH3:19])([CH3:20])[CH3:21])=[C:4]([C:23]2[CH:24]=[CH:25][C:26]([CH3:29])=[CH:27][CH:28]=2)[C:3]([CH2:2][NH:1][S:38]([CH3:37])(=[O:40])=[O:39])=[C:8]([CH3:9])[N:7]=1)[CH:11]([CH3:13])[CH3:12], predict the reactants needed to synthesize it.